This data is from Full USPTO retrosynthesis dataset with 1.9M reactions from patents (1976-2016). The task is: Predict the reactants needed to synthesize the given product. (1) Given the product [O:9]1[CH2:14][CH2:13][CH2:12][CH2:11][CH:10]1[N:15]1[C:23]2[C:18](=[CH:19][C:20]([CH:24]([NH2:25])[CH3:4])=[CH:21][CH:22]=2)[CH:17]=[N:16]1, predict the reactants needed to synthesize it. The reactants are: C[Mg+].[Br-].[CH3:4]COCC.[O:9]1[CH2:14][CH2:13][CH2:12][CH2:11][CH:10]1[N:15]1[C:23]2[C:18](=[CH:19][C:20]([C:24]#[N:25])=[CH:21][CH:22]=2)[CH:17]=[N:16]1.[BH4-].[Na+].[NH4+].[Cl-]. (2) Given the product [N:12]1([CH2:17][C:18]2[CH:19]=[CH:20][C:21]([C:4]3[CH:5]=[CH:6][C:7]([CH3:8])=[C:2]([NH2:1])[CH:3]=3)=[N:22][CH:23]=2)[CH:16]=[CH:15][N:14]=[CH:13]1, predict the reactants needed to synthesize it. The reactants are: [NH2:1][C:2]1[CH:3]=[C:4](B(O)O)[CH:5]=[CH:6][C:7]=1[CH3:8].[N:12]1([CH2:17][C:18]2[CH:19]=[CH:20][C:21](Br)=[N:22][CH:23]=2)[CH:16]=[CH:15][N:14]=[CH:13]1. (3) Given the product [CH2:26]([C:30]1[C:35]([CH2:36][C:37]2[CH:38]=[CH:39][C:40]([C:43]3[CH:48]=[CH:47][CH:46]=[CH:45][C:44]=3[C:49]3[NH:53][C:52](=[O:54])[O:51][N:50]=3)=[CH:41][CH:42]=2)=[C:34]([O:55][CH2:56][C:57](=[O:59])[CH3:58])[N:33]=[C:32]([CH3:60])[N:31]=1)[CH2:27][CH2:28][CH3:29], predict the reactants needed to synthesize it. The reactants are: CC(OI1(OC(C)=O)(OC(C)=O)OC(=O)C2C=CC=CC1=2)=O.ClCCl.[CH2:26]([C:30]1[C:35]([CH2:36][C:37]2[CH:42]=[CH:41][C:40]([C:43]3[CH:48]=[CH:47][CH:46]=[CH:45][C:44]=3[C:49]3[NH:53][C:52](=[O:54])[O:51][N:50]=3)=[CH:39][CH:38]=2)=[C:34]([O:55][CH2:56][CH:57]([OH:59])[CH3:58])[N:33]=[C:32]([CH3:60])[N:31]=1)[CH2:27][CH2:28][CH3:29].O.